From a dataset of Reaction yield outcomes from USPTO patents with 853,638 reactions. Predict the reaction yield, written as a fraction of the theoretical maximum amount of product (1.0 means a 100% yield; for example, 0.34 means a 34% yield). (1) The reactants are [F:1][C:2]1[CH:11]=[C:10]2[C:5]([NH:6][CH2:7][C:8](=[O:12])[NH:9]2)=[CH:4][CH:3]=1.[OH-].[Na+].OO. The catalyst is C(O)(=O)C. The product is [F:1][C:2]1[CH:11]=[C:10]2[C:5]([N:6]=[CH:7][C:8]([OH:12])=[N:9]2)=[CH:4][CH:3]=1. The yield is 0.690. (2) The reactants are [F:1][C:2]([F:38])([F:37])[C:3]1[CH:4]=[C:5]([CH:34]=[CH:35][CH:36]=1)[CH2:6][NH:7][C:8]1[N:13]=[CH:12][N:11]=[C:10]([C:14]2[CH:19]=[C:18]([Cl:20])[CH:17]=[CH:16][C:15]=2[NH:21][C:22]([C:24]2[CH:25]=[C:26]([CH:31]=[CH:32][CH:33]=2)[C:27]([O:29]C)=[O:28])=[O:23])[CH:9]=1.O.[OH-].[Li+].Cl. The catalyst is O1CCCC1.O. The product is [F:37][C:2]([F:1])([F:38])[C:3]1[CH:4]=[C:5]([CH:34]=[CH:35][CH:36]=1)[CH2:6][NH:7][C:8]1[N:13]=[CH:12][N:11]=[C:10]([C:14]2[CH:19]=[C:18]([Cl:20])[CH:17]=[CH:16][C:15]=2[NH:21][C:22]([C:24]2[CH:25]=[C:26]([CH:31]=[CH:32][CH:33]=2)[C:27]([OH:29])=[O:28])=[O:23])[CH:9]=1. The yield is 0.900. (3) The reactants are [CH3:1][O:2][C:3]([C:5]1[S:6][C:7]([C:14]([OH:16])=O)=[CH:8][C:9]=1[C:10]([F:13])([F:12])[F:11])=[O:4].C(N(CC)CC)C.C(Cl)CCl.C1C=CC2N(O)N=NC=2C=1.[NH:38]1[C:46]2[C:41](=[C:42]([CH2:47][NH2:48])[CH:43]=[CH:44][CH:45]=2)[CH:40]=[CH:39]1. The catalyst is CN(C=O)C. The product is [CH3:1][O:2][C:3]([C:5]1[S:6][C:7]([C:14](=[O:16])[NH:48][CH2:47][C:42]2[CH:43]=[CH:44][CH:45]=[C:46]3[C:41]=2[CH:40]=[CH:39][NH:38]3)=[CH:8][C:9]=1[C:10]([F:11])([F:12])[F:13])=[O:4]. The yield is 0.310.